Task: Predict the reactants needed to synthesize the given product.. Dataset: Full USPTO retrosynthesis dataset with 1.9M reactions from patents (1976-2016) Given the product [O:20]([C:14]1[CH:15]=[C:16]2[C:11]([CH2:10][CH2:17][CH2:9][NH:8]2)=[CH:12][CH:13]=1)[C:18]1[CH:13]=[CH:12][CH:11]=[CH:10][CH:9]=1, predict the reactants needed to synthesize it. The reactants are: C(OC([N:8]1[C:16]2[C:11](=[CH:12][CH:13]=[CH:14][CH:15]=2)[C:10]([CH3:17])=[CH:9]1)=O)(C)(C)C.[CH:18]([O-:20])=O.[NH4+].